This data is from Full USPTO retrosynthesis dataset with 1.9M reactions from patents (1976-2016). The task is: Predict the reactants needed to synthesize the given product. (1) Given the product [Si:33]([O:18][CH2:17][C@H:10]1[O:9][C@:8]([C:5]2[CH:6]=[CH:7][C:2]([Cl:1])=[C:3]([CH2:21][C:22]3[CH:27]=[CH:26][C:25]([O:28][CH2:29][CH3:30])=[C:24]([F:31])[C:23]=3[F:32])[CH:4]=2)([O:19][CH3:20])[C@H:13]([OH:14])[C@@H:12]([OH:15])[C@@H:11]1[OH:16])([C:36]([CH3:39])([CH3:38])[CH3:37])([CH3:35])[CH3:34], predict the reactants needed to synthesize it. The reactants are: [Cl:1][C:2]1[CH:7]=[CH:6][C:5]([C@@:8]2([O:19][CH3:20])[C@H:13]([OH:14])[C@@H:12]([OH:15])[C@H:11]([OH:16])[C@@H:10]([CH2:17][OH:18])[O:9]2)=[CH:4][C:3]=1[CH2:21][C:22]1[CH:27]=[CH:26][C:25]([O:28][CH2:29][CH3:30])=[C:24]([F:31])[C:23]=1[F:32].[Si:33](Cl)([C:36]([CH3:39])([CH3:38])[CH3:37])([CH3:35])[CH3:34].N1C=CN=C1. (2) Given the product [CH3:30][C:29]1[C:24]([N:21]2[CH2:20][CH2:19][N:18]([C:16]([C:13]3[CH:14]=[CH:15][C:10]([N:7]4[C@H:3]([CH2:2][OH:1])[CH2:4][CH2:5][C:6]4=[O:8])=[CH:11][C:12]=3[CH3:32])=[O:17])[CH2:23][CH2:22]2)=[N:25][CH:26]=[C:27]([CH3:31])[CH:28]=1, predict the reactants needed to synthesize it. The reactants are: [OH:1][CH2:2][C@H:3]1[NH:7][C:6](=[O:8])[CH2:5][CH2:4]1.Br[C:10]1[CH:15]=[CH:14][C:13]([C:16]([N:18]2[CH2:23][CH2:22][N:21]([C:24]3[C:29]([CH3:30])=[CH:28][C:27]([CH3:31])=[CH:26][N:25]=3)[CH2:20][CH2:19]2)=[O:17])=[C:12]([CH3:32])[CH:11]=1. (3) Given the product [OH:17][CH2:16][CH:15]1[CH2:14][C:13]2[C:8](=[CH:9][CH:10]=[CH:11][CH:12]=2)[C:7](=[O:20])[N:6]1[CH:4]([CH3:5])[CH2:3][OH:2], predict the reactants needed to synthesize it. The reactants are: C[O:2][C:3](=O)[CH:4]([N:6]1[CH:15]([C:16](OC)=[O:17])[CH2:14][C:13]2[C:8](=[CH:9][CH:10]=[CH:11][CH:12]=2)[C:7]1=[O:20])[CH3:5].[Li+].[BH4-].CO.